From a dataset of Forward reaction prediction with 1.9M reactions from USPTO patents (1976-2016). Predict the product of the given reaction. (1) Given the reactants [H-].[Na+].[CH3:3][O:4][CH2:5][CH2:6][CH2:7][OH:8].C([O-])(=O)C1C=CC=CC=1.[Na+].[Br:19][C:20]1[CH:25]=[CH:24][C:23]([C:26]([F:29])([F:28])[F:27])=[C:22](F)[CH:21]=1, predict the reaction product. The product is: [Br:19][C:20]1[CH:25]=[CH:24][C:23]([C:26]([F:29])([F:28])[F:27])=[C:22]([O:8][CH2:7][CH2:6][CH2:5][O:4][CH3:3])[CH:21]=1. (2) Given the reactants [NH2:1]CCC[Si](OCC)(OCC)OCC.[O:15]=[CH:16][C@@H:17]([C@H:19]([C@@H:21]([C@@H:23]([CH2:25]O)[OH:24])[OH:22])[OH:20])[OH:18], predict the reaction product. The product is: [CH2:16]1[O:15][C@:23]([OH:24])([CH2:25][NH2:1])[C@@H:21]([OH:22])[C@H:19]([OH:20])[C@@H:17]1[OH:18]. (3) Given the reactants [F:1][C:2]1[CH:3]=[C:4]([C:13]2[S:14][CH:15]=[CH:16][CH:17]=2)[CH:5]=[CH:6][C:7]=1[CH2:8][CH2:9][CH2:10][CH2:11][CH3:12].[Li]CCCC.[Br:23]Br, predict the reaction product. The product is: [Br:23][C:15]1[S:14][C:13]([C:4]2[CH:5]=[CH:6][C:7]([CH2:8][CH2:9][CH2:10][CH2:11][CH3:12])=[C:2]([F:1])[CH:3]=2)=[CH:17][CH:16]=1. (4) Given the reactants [NH2:1][C:2]1[CH:3]=[CH:4][C:5]([N:8]2[CH2:13][CH:12]3[CH2:14][CH:9]2[CH2:10][N:11]3[C:15]([O:17][C:18]([CH3:21])([CH3:20])[CH3:19])=[O:16])=[N:6][CH:7]=1.[C:22]1([C:28]2[O:29][C:30]([C:36]([F:39])([F:38])[F:37])=[C:31]([C:33](O)=[O:34])[N:32]=2)[CH:27]=[CH:26][CH:25]=[CH:24][CH:23]=1, predict the reaction product. The product is: [C:22]1([C:28]2[O:29][C:30]([C:36]([F:38])([F:39])[F:37])=[C:31]([C:33]([NH:1][C:2]3[CH:3]=[CH:4][C:5]([N:8]4[CH2:13][CH:12]5[CH2:14][CH:9]4[CH2:10][N:11]5[C:15]([O:17][C:18]([CH3:21])([CH3:20])[CH3:19])=[O:16])=[N:6][CH:7]=3)=[O:34])[N:32]=2)[CH:23]=[CH:24][CH:25]=[CH:26][CH:27]=1.